Predict the reaction yield, written as a fraction of the theoretical maximum amount of product (1.0 means a 100% yield; for example, 0.34 means a 34% yield). From a dataset of Reaction yield outcomes from USPTO patents with 853,638 reactions. The reactants are [CH3:1][C:2]1[C:7]2[N:8]=[C:9]([NH2:12])[N:10]=[N:11][C:6]=2[CH:5]=[C:4]([C:13]2[CH:18]=[CH:17][CH:16]=[C:15]([N+:19]([O-:21])=[O:20])[CH:14]=2)[CH:3]=1.Br[C:23]1[CH:28]=[CH:27][C:26]([S:29]([NH:32][CH2:33][CH2:34][N:35]2[CH2:39][CH2:38][CH2:37][CH2:36]2)(=[O:31])=[O:30])=[CH:25][CH:24]=1.C(=O)([O-])[O-].[Cs+].[Cs+].C1(P(C2C=CC=CC=2)C2C3OC4C(=CC=CC=4P(C4C=CC=CC=4)C4C=CC=CC=4)C(C)(C)C=3C=CC=2)C=CC=CC=1. The catalyst is C1C=CC(/C=C/C(/C=C/C2C=CC=CC=2)=O)=CC=1.C1C=CC(/C=C/C(/C=C/C2C=CC=CC=2)=O)=CC=1.C1C=CC(/C=C/C(/C=C/C2C=CC=CC=2)=O)=CC=1.[Pd].[Pd]. The product is [CH3:1][C:2]1[C:7]2[N:8]=[C:9]([NH:12][C:23]3[CH:28]=[CH:27][C:26]([S:29]([NH:32][CH2:33][CH2:34][N:35]4[CH2:36][CH2:37][CH2:38][CH2:39]4)(=[O:31])=[O:30])=[CH:25][CH:24]=3)[N:10]=[N:11][C:6]=2[CH:5]=[C:4]([C:13]2[CH:18]=[CH:17][CH:16]=[C:15]([N+:19]([O-:21])=[O:20])[CH:14]=2)[CH:3]=1. The yield is 0.390.